This data is from Peptide-MHC class II binding affinity with 134,281 pairs from IEDB. The task is: Regression. Given a peptide amino acid sequence and an MHC pseudo amino acid sequence, predict their binding affinity value. This is MHC class II binding data. (1) The peptide sequence is VWGQKYFKGNFERLA. The MHC is DRB1_1201 with pseudo-sequence DRB1_1201. The binding affinity (normalized) is 0.152. (2) The binding affinity (normalized) is 0.205. The MHC is HLA-DQA10601-DQB10402 with pseudo-sequence HLA-DQA10601-DQB10402. The peptide sequence is NPRLCTKEEFIAKVR. (3) The MHC is HLA-DQA10501-DQB10301 with pseudo-sequence HLA-DQA10501-DQB10301. The binding affinity (normalized) is 0.219. The peptide sequence is PVQRHPRSLFPEFSE. (4) The peptide sequence is VVNPSVKTVREAGILITA. The MHC is DRB4_0101 with pseudo-sequence DRB4_0103. The binding affinity (normalized) is 0.231. (5) The peptide sequence is SGILQLFVFLVLAGR. The MHC is DRB1_1101 with pseudo-sequence DRB1_1101. The binding affinity (normalized) is 0.396.